This data is from Full USPTO retrosynthesis dataset with 1.9M reactions from patents (1976-2016). The task is: Predict the reactants needed to synthesize the given product. (1) Given the product [CH3:13][O:12][CH:11]([O:14][CH3:15])[C:4]1[CH:3]=[C:2]([Cl:1])[C:7]([I:8])=[N:6][CH:5]=1, predict the reactants needed to synthesize it. The reactants are: [Cl:1][C:2]1[CH:3]=[C:4](C=O)[CH:5]=[N:6][C:7]=1[I:8].[CH:11](OC)([O:14][CH3:15])[O:12][CH3:13].Cl.C(Cl)Cl. (2) Given the product [CH3:41][CH:9]([NH:8][C:1]([O:3][C:4]([CH3:5])([CH3:6])[CH3:7])=[O:2])[CH2:10][NH:11][C@H:12]([CH2:33][C:34]1[CH:35]=[CH:36][C:37]([Cl:40])=[CH:38][CH:39]=1)[C:13]([NH:15][N:16]1[CH2:20][CH2:19][C@H:18]([N:21]([CH:27]2[CH2:28][CH2:29][CH2:30][CH2:31][CH2:32]2)[C:22](=[O:26])[CH:23]([CH3:25])[CH3:24])[CH2:17]1)=[O:14], predict the reactants needed to synthesize it. The reactants are: [C:1]([NH:8][CH2:9][CH2:10][NH:11][C@H:12]([CH2:33][C:34]1[CH:39]=[CH:38][C:37]([Cl:40])=[CH:36][CH:35]=1)[C:13]([NH:15][N:16]1[CH2:20][CH2:19][C@H:18]([N:21]([CH:27]2[CH2:32][CH2:31][CH2:30][CH2:29][CH2:28]2)[C:22](=[O:26])[CH:23]([CH3:25])[CH3:24])[CH2:17]1)=[O:14])([O:3][C:4]([CH3:7])([CH3:6])[CH3:5])=[O:2].[CH2:41]=O. (3) Given the product [Cl:11][C:8]1[N:9]=[CH:10][C:5]([C:3]([NH:13][NH2:14])=[O:2])=[N:6][CH:7]=1, predict the reactants needed to synthesize it. The reactants are: C[O:2][C:3]([C:5]1[CH:10]=[N:9][C:8]([Cl:11])=[CH:7][N:6]=1)=O.O.[NH2:13][NH2:14].